From a dataset of Full USPTO retrosynthesis dataset with 1.9M reactions from patents (1976-2016). Predict the reactants needed to synthesize the given product. (1) The reactants are: [F:1][C:2]1[CH:3]=[C:4]([C:9]2([OH:14])[CH2:13][CH2:12][NH:11][CH2:10]2)[CH:5]=[CH:6][C:7]=1[F:8].C(=O)([O-])[O-].[K+].[K+].[CH:21](Br)([CH3:23])[CH3:22]. Given the product [F:1][C:2]1[CH:3]=[C:4]([C:9]2([OH:14])[CH2:13][CH2:12][N:11]([CH:21]([CH3:23])[CH3:22])[CH2:10]2)[CH:5]=[CH:6][C:7]=1[F:8], predict the reactants needed to synthesize it. (2) Given the product [CH2:19]([N:23]1[C:24]2[CH:29]=[C:28]([O:30][CH2:31][CH2:32][CH2:33][N:34]([CH2:35][CH3:36])[CH2:37][CH3:38])[CH:27]=[C:26]([O:39][CH2:40][CH2:41][CH2:42][N:43]([CH2:46][CH3:47])[CH2:44][CH3:45])[C:25]=2[N:48]=[C:15]1[C:14]1[CH:17]=[CH:18][C:11]([O:10][CH2:9][CH2:8][C:5]2[CH:6]=[CH:7][C:2]([Cl:1])=[CH:3][CH:4]=2)=[CH:12][CH:13]=1)[CH2:20][CH2:21][CH3:22], predict the reactants needed to synthesize it. The reactants are: [Cl:1][C:2]1[CH:7]=[CH:6][C:5]([CH2:8][CH2:9][O:10][C:11]2[CH:18]=[CH:17][C:14]([CH:15]=O)=[CH:13][CH:12]=2)=[CH:4][CH:3]=1.[CH2:19]([NH:23][C:24]1[C:25]([NH2:48])=[C:26]([O:39][CH2:40][CH2:41][CH2:42][N:43]([CH2:46][CH3:47])[CH2:44][CH3:45])[CH:27]=[C:28]([O:30][CH2:31][CH2:32][CH2:33][N:34]([CH2:37][CH3:38])[CH2:35][CH3:36])[CH:29]=1)[CH2:20][CH2:21][CH3:22].